This data is from Kir2.1 potassium channel HTS with 301,493 compounds. The task is: Binary Classification. Given a drug SMILES string, predict its activity (active/inactive) in a high-throughput screening assay against a specified biological target. (1) The drug is O=C1CC(CC(NC2CC(NC(C2)(C)C)(C)C)=C1)(C)C. The result is 0 (inactive). (2) The compound is O=c1n(nc(c2c1cccc2)C(=O)NCC(=O)Nc1c(OC)cc(OC)cc1)c1cc(OC)c(OC)cc1. The result is 0 (inactive).